Task: Predict the product of the given reaction.. Dataset: Forward reaction prediction with 1.9M reactions from USPTO patents (1976-2016) (1) Given the reactants I[C:2]1[CH:3]=[N:4][N:5]2[CH2:10][C@H:9]([CH3:11])[N:8]([C:12]([O:14][C:15]([CH3:18])([CH3:17])[CH3:16])=[O:13])[CH2:7][C:6]=12.C([Mg]Cl)(C)C.[O:24]=[C:25]([CH3:30])[C:26]([O:28][CH3:29])=[O:27], predict the reaction product. The product is: [OH:24][C:25]([C:2]1[CH:3]=[N:4][N:5]2[CH2:10][C@H:9]([CH3:11])[N:8]([C:12]([O:14][C:15]([CH3:18])([CH3:17])[CH3:16])=[O:13])[CH2:7][C:6]=12)([CH3:30])[C:26]([O:28][CH3:29])=[O:27]. (2) Given the reactants [Cl:1][C:2]1[C:7]([C:8]([NH:10][CH2:11][CH:12]([OH:14])[CH3:13])=[O:9])=[CH:6][CH:5]=[C:4]([CH3:15])[N:3]=1.CC(OI1(OC(C)=O)(OC(C)=O)OC(=O)C2C=CC=CC1=2)=O, predict the reaction product. The product is: [Cl:1][C:2]1[C:7]([C:8]([NH:10][CH2:11][C:12](=[O:14])[CH3:13])=[O:9])=[CH:6][CH:5]=[C:4]([CH3:15])[N:3]=1. (3) Given the reactants [Cl:1][C:2]1[C:10]([Cl:11])=[CH:9][C:5]([C:6](Cl)=[O:7])=[C:4]([F:12])[CH:3]=1.[NH2:13][C:14]1[CH:23]=[CH:22][C:17]([C:18]([O:20][CH3:21])=[O:19])=[CH:16][CH:15]=1.N1C=CC=CC=1.O, predict the reaction product. The product is: [Cl:1][C:2]1[C:10]([Cl:11])=[CH:9][C:5]([C:6]([NH:13][C:14]2[CH:15]=[CH:16][C:17]([C:18]([O:20][CH3:21])=[O:19])=[CH:22][CH:23]=2)=[O:7])=[C:4]([F:12])[CH:3]=1.